From a dataset of HIV replication inhibition screening data with 41,000+ compounds from the AIDS Antiviral Screen. Binary Classification. Given a drug SMILES string, predict its activity (active/inactive) in a high-throughput screening assay against a specified biological target. (1) The drug is COc1nc2c(c(=O)n1C)NC(C(O)C(O)CO)C=N2. The result is 0 (inactive). (2) The drug is COc1ccc2oc(=O)c(-c3csc(C)n3)cc2c1. The result is 0 (inactive). (3) The molecule is C=CC1(O)CCC(C(C)(C)C)CC1CC(=C)Br. The result is 0 (inactive). (4) The compound is O=c1ccn(C2CC(O)C(CO)C2)c(=O)[nH]1. The result is 0 (inactive). (5) The drug is S=C1N(c2ccc(Cl)cc2)C2=C(N=Nc3ccccc3)C(=Nc3ccccc3N2)N1c1ccccn1. The result is 0 (inactive). (6) The compound is COc1cccc2c1C(=O)c1c(O)c3c(c(O)c1C2=O)CC(O)(C(O)CO)CC3OC1CC(N2CCOCC2)C(O)C(C)O1.Cl. The result is 0 (inactive).